From a dataset of Forward reaction prediction with 1.9M reactions from USPTO patents (1976-2016). Predict the product of the given reaction. (1) Given the reactants [CH3:1][C:2]1[CH:11]=[CH:10][C:9]2[C:4](=[CH:5][CH:6]=[CH:7][CH:8]=2)[N:3]=1.[CH3:12][C:13]1[CH:18]=[C:17]([CH3:19])[CH:16]=[C:15]([CH3:20])[C:14]=1[S:21]([O:24]C)(=[O:23])=[O:22], predict the reaction product. The product is: [CH3:20][C:15]1[CH:16]=[C:17]([CH3:19])[CH:18]=[C:13]([CH3:12])[C:14]=1[S:21]([O-:24])(=[O:23])=[O:22].[CH3:12][N+:3]1[C:4]2[C:9](=[CH:8][CH:7]=[CH:6][CH:5]=2)[CH:10]=[CH:11][C:2]=1[CH3:1]. (2) Given the reactants [N:1]1[CH:6]=[CH:5][CH:4]=[C:3]([CH:7]([OH:9])[CH3:8])[CH:2]=1.C([O-])=O.[NH4+], predict the reaction product. The product is: [NH:1]1[CH2:6][CH2:5][CH2:4][CH:3]([CH:7]([OH:9])[CH3:8])[CH2:2]1. (3) Given the reactants [NH2:1][C:2]1[CH:41]=[CH:40][C:5]([O:6][C:7]2[CH:39]=[CH:38][C:10]([CH2:11][N:12]([CH2:29][C:30]3[CH:35]=[CH:34][C:33]([C:36]#[N:37])=[CH:32][CH:31]=3)[C:13]3[C:14]([CH3:28])=[C:15]([N:19]([S:24]([CH3:27])(=[O:26])=[O:25])[S:20]([CH3:23])(=[O:22])=[O:21])[CH:16]=[CH:17][CH:18]=3)=[CH:9][CH:8]=2)=[CH:4][C:3]=1[O:42][CH2:43][CH2:44][C:45]1[CH:46]=[N:47][CH:48]=[CH:49][CH:50]=1.C(N(CC)CC)C.Cl[C:59](=[O:65])[CH2:60][C:61]([O:63][CH3:64])=[O:62].[NH4+].[Cl-], predict the reaction product. The product is: [C:36]([C:33]1[CH:34]=[CH:35][C:30]([CH2:29][N:12]([CH2:11][C:10]2[CH:38]=[CH:39][C:7]([O:6][C:5]3[CH:40]=[CH:41][C:2]([NH:1][C:59](=[O:65])[CH2:60][C:61]([O:63][CH3:64])=[O:62])=[C:3]([O:42][CH2:43][CH2:44][C:45]4[CH:46]=[N:47][CH:48]=[CH:49][CH:50]=4)[CH:4]=3)=[CH:8][CH:9]=2)[C:13]2[CH:18]=[CH:17][CH:16]=[C:15]([N:19]([S:24]([CH3:27])(=[O:25])=[O:26])[S:20]([CH3:23])(=[O:21])=[O:22])[C:14]=2[CH3:28])=[CH:31][CH:32]=1)#[N:37]. (4) Given the reactants [CH2:1]([N:8]1[CH2:12][CH2:11][N:10]([C:13]2[S:14][C:15]([C:19]([OH:21])=O)=[C:16]([CH3:18])[N:17]=2)[C:9]1=[O:22])[C:2]1[CH:7]=[CH:6]C=CC=1.C1(CN2CCN(C3SC(C(O)=O)=C(C)N=3)C2=O)CC1.[NH2:42][CH2:43][C:44]1[CH:49]=[N:48][C:47]([CH3:50])=[CH:46][N:45]=1, predict the reaction product. The product is: [CH:2]1([CH2:1][N:8]2[CH2:12][CH2:11][N:10]([C:13]3[S:14][C:15]([C:19]([NH:42][CH2:43][C:44]4[CH:49]=[N:48][C:47]([CH3:50])=[CH:46][N:45]=4)=[O:21])=[C:16]([CH3:18])[N:17]=3)[C:9]2=[O:22])[CH2:7][CH2:6]1. (5) Given the reactants [NH2:1][CH:2]([CH2:8][C:9]1[CH:14]=[CH:13][C:12]([OH:15])=[C:11]([OH:16])[CH:10]=1)[C:3]([O:5][CH2:6][CH3:7])=[O:4].C(N(C(C)C)CC)(C)C.[CH3:26][C:27]([O:30][C:31](O[C:31]([O:30][C:27]([CH3:29])([CH3:28])[CH3:26])=[O:32])=[O:32])([CH3:29])[CH3:28], predict the reaction product. The product is: [C:27]([O:30][C:31]([NH:1][CH:2]([CH2:8][C:9]1[CH:14]=[CH:13][C:12]([OH:15])=[C:11]([OH:16])[CH:10]=1)[C:3]([O:5][CH2:6][CH3:7])=[O:4])=[O:32])([CH3:29])([CH3:28])[CH3:26]. (6) Given the reactants Br[C:2]1[CH:22]=[CH:21][C:5]([C:6]([CH:8]2[CH2:13][CH2:12][N:11]([C:14]([O:16][C:17]([CH3:20])([CH3:19])[CH3:18])=[O:15])[CH2:10][CH2:9]2)=[O:7])=[CH:4][CH:3]=1.CC1(C)C(C)(C)OB([C:31]2[CH:32]=[CH:33][C:34]3[N:35]([C:37]([C:40]4[CH:47]=[CH:46][C:43]([C:44]#[N:45])=[CH:42][CH:41]=4)=[CH:38][N:39]=3)[CH:36]=2)O1.[O-]P([O-])([O-])=O.[K+].[K+].[K+], predict the reaction product. The product is: [C:44]([C:43]1[CH:42]=[CH:41][C:40]([C:37]2[N:35]3[CH:36]=[C:31]([C:2]4[CH:22]=[CH:21][C:5]([C:6]([CH:8]5[CH2:13][CH2:12][N:11]([C:14]([O:16][C:17]([CH3:20])([CH3:19])[CH3:18])=[O:15])[CH2:10][CH2:9]5)=[O:7])=[CH:4][CH:3]=4)[CH:32]=[CH:33][C:34]3=[N:39][CH:38]=2)=[CH:47][CH:46]=1)#[N:45]. (7) Given the reactants [N+:1]([C:4]1[CH:5]=[CH:6][C:7]([N:10]2[CH2:15][CH2:14][CH2:13][C@@H:12]([N:16]3[C:20]4=[C:21]5[CH:27]=[CH:26][NH:25][C:22]5=[N:23][CH:24]=[C:19]4[NH:18][C:17]3=[O:28])[CH2:11]2)=[N:8][CH:9]=1)([O-])=O.O.C([O-])=O.[NH4+], predict the reaction product. The product is: [NH2:1][C:4]1[CH:5]=[CH:6][C:7]([N:10]2[CH2:15][CH2:14][CH2:13][C@@H:12]([N:16]3[C:20]4=[C:21]5[CH:27]=[CH:26][NH:25][C:22]5=[N:23][CH:24]=[C:19]4[NH:18][C:17]3=[O:28])[CH2:11]2)=[N:8][CH:9]=1.